From a dataset of NCI-60 drug combinations with 297,098 pairs across 59 cell lines. Regression. Given two drug SMILES strings and cell line genomic features, predict the synergy score measuring deviation from expected non-interaction effect. (1) Drug 1: CC1=C(N=C(N=C1N)C(CC(=O)N)NCC(C(=O)N)N)C(=O)NC(C(C2=CN=CN2)OC3C(C(C(C(O3)CO)O)O)OC4C(C(C(C(O4)CO)O)OC(=O)N)O)C(=O)NC(C)C(C(C)C(=O)NC(C(C)O)C(=O)NCCC5=NC(=CS5)C6=NC(=CS6)C(=O)NCCC[S+](C)C)O. Drug 2: C1=NC2=C(N1)C(=S)N=CN2. Cell line: TK-10. Synergy scores: CSS=31.6, Synergy_ZIP=-4.25, Synergy_Bliss=-2.79, Synergy_Loewe=-4.45, Synergy_HSA=-0.885. (2) Drug 1: C1=CC(=CC=C1CCC2=CNC3=C2C(=O)NC(=N3)N)C(=O)NC(CCC(=O)O)C(=O)O. Drug 2: C1CN1P(=S)(N2CC2)N3CC3. Cell line: HCT116. Synergy scores: CSS=47.6, Synergy_ZIP=-2.02, Synergy_Bliss=-5.51, Synergy_Loewe=-6.51, Synergy_HSA=-1.59.